From a dataset of Full USPTO retrosynthesis dataset with 1.9M reactions from patents (1976-2016). Predict the reactants needed to synthesize the given product. Given the product [OH:8][C@H:9]1[C@:12]2([C:32]3[CH:37]=[CH:36][CH:35]=[C:34]([C:38]([F:40])([F:39])[F:41])[CH:33]=3)[C:13]3[CH:31]=[CH:30][CH:29]=[CH:28][C:14]=3[N:15]([CH2:19][C:20]3[CH:25]=[CH:24][C:23]([O:26][CH3:27])=[CH:22][CH:21]=3)[C:16](=[O:18])[CH2:17][N:11]2[C:10]1=[O:42], predict the reactants needed to synthesize it. The reactants are: C([O:8][C@H:9]1[C@:12]2([C:32]3[CH:37]=[CH:36][CH:35]=[C:34]([C:38]([F:41])([F:40])[F:39])[CH:33]=3)[C:13]3[CH:31]=[CH:30][CH:29]=[CH:28][C:14]=3[N:15]([CH2:19][C:20]3[CH:25]=[CH:24][C:23]([O:26][CH3:27])=[CH:22][CH:21]=3)[C:16](=[O:18])[CH2:17][N:11]2[C:10]1=[O:42])C1C=CC=CC=1.C1COCC1.C(O)C.